This data is from CYP1A2 inhibition data for predicting drug metabolism from PubChem BioAssay. The task is: Regression/Classification. Given a drug SMILES string, predict its absorption, distribution, metabolism, or excretion properties. Task type varies by dataset: regression for continuous measurements (e.g., permeability, clearance, half-life) or binary classification for categorical outcomes (e.g., BBB penetration, CYP inhibition). Dataset: cyp1a2_veith. (1) The compound is COc1ccc(Oc2ncc3nc(-c4cn(C)c5ccccc45)c(=O)n(C)c3n2)cc1. The result is 0 (non-inhibitor). (2) The drug is CC[C@@H](c1ccc2cc(O)ccc2c1)C(C)(C)C(=O)O. The result is 0 (non-inhibitor). (3) The compound is CCN1CCN(CCCNC(=O)C(NC(=O)C2CCC(C)CC2)C(C)C)CC1. The result is 0 (non-inhibitor). (4) The molecule is c1ccc(Cn2nnc3c(N4CCc5ccccc5C4)ncnc32)cc1. The result is 1 (inhibitor). (5) The compound is N/C(Cc1ccc([N+](=O)[O-])cc1)=N\OC(=O)COc1cccc2ccccc12. The result is 1 (inhibitor).